Dataset: Full USPTO retrosynthesis dataset with 1.9M reactions from patents (1976-2016). Task: Predict the reactants needed to synthesize the given product. (1) Given the product [CH2:20]([C:5]1([CH2:3][CH3:4])[C:11](=[O:12])[N:10]([CH3:22])[C:9]2[CH:13]=[CH:14][C:15]([O:17][CH3:18])=[CH:16][C:25]=2[N:26]([CH3:27])[C:28]1=[O:29])[CH3:21], predict the reactants needed to synthesize it. The reactants are: [H-].[Na+].[CH2:3]([C:5]1([CH2:20][CH3:21])[C:11](=[O:12])[NH:10][C:9]2[CH:13]=[CH:14][C:15]([O:17][CH3:18])=[CH:16]C=2NC1=O)[CH3:4].[CH3:22]I.O.[CH3:25][N:26]([CH:28]=[O:29])[CH3:27]. (2) Given the product [CH2:1]([O:8][C:9]([N:11]1[CH2:17][CH2:16][C:15](=[O:18])[N:14]([C@H:19]([CH2:30][OH:31])[CH2:20][CH2:21][O:22][CH2:23][C:24]2[CH:29]=[CH:28][CH:27]=[CH:26][CH:25]=2)[CH2:13][C@H:12]1[CH3:35])=[O:10])[C:2]1[CH:7]=[CH:6][CH:5]=[CH:4][CH:3]=1, predict the reactants needed to synthesize it. The reactants are: [CH2:1]([O:8][C:9]([N:11]1[CH2:17][CH2:16][C:15](=[O:18])[N:14]([C@H:19]([C:30](OCC)=[O:31])[CH2:20][CH2:21][O:22][CH2:23][C:24]2[CH:29]=[CH:28][CH:27]=[CH:26][CH:25]=2)[CH2:13][C@H:12]1[CH3:35])=[O:10])[C:2]1[CH:7]=[CH:6][CH:5]=[CH:4][CH:3]=1.[BH4-].[Li+].CO.S([O-])(O)(=O)=O.[K+].